From a dataset of Reaction yield outcomes from USPTO patents with 853,638 reactions. Predict the reaction yield, written as a fraction of the theoretical maximum amount of product (1.0 means a 100% yield; for example, 0.34 means a 34% yield). The product is [CH:25]([O:24][C:15]1[C:14]([CH2:13][NH:12][C:10](=[O:11])[CH:9]([C:6]2[CH:7]=[CH:8][C:3]([CH2:1][NH:2][C:31](=[O:32])[O:33][C:34]([CH3:37])([CH3:36])[CH3:35])=[C:4]([O:29][CH3:30])[CH:5]=2)[CH3:28])=[CH:19][CH:18]=[C:17]([C:20]([F:23])([F:22])[F:21])[N:16]=1)([CH3:27])[CH3:26]. The yield is 0.550. The reactants are [C:1]([C:3]1[CH:8]=[CH:7][C:6]([CH:9]([CH3:28])[C:10]([NH:12][CH2:13][C:14]2[C:15]([O:24][CH:25]([CH3:27])[CH3:26])=[N:16][C:17]([C:20]([F:23])([F:22])[F:21])=[CH:18][CH:19]=2)=[O:11])=[CH:5][C:4]=1[O:29][CH3:30])#[N:2].[C:31](O[C:31]([O:33][C:34]([CH3:37])([CH3:36])[CH3:35])=[O:32])([O:33][C:34]([CH3:37])([CH3:36])[CH3:35])=[O:32].[BH4-].[Na+].NCCNCCN. The catalyst is CO.[NiH6-5]Cl.